Predict which catalyst facilitates the given reaction. From a dataset of Catalyst prediction with 721,799 reactions and 888 catalyst types from USPTO. (1) The catalyst class is: 1. Reactant: [Br:1][C:2]1[CH:14]=[C:13]2[C:5]([C:6]3[CH:7]=[CH:8][N:9]=[CH:10][C:11]=3[NH:12]2)=[CH:4][CH:3]=1.[Br:15]Br.C(Cl)(Cl)[Cl:18]. Product: [ClH:18].[Br:1][C:2]1[CH:14]=[C:13]2[C:5]([C:6]3[CH:7]=[CH:8][N:9]=[CH:10][C:11]=3[N:12]2[Br:15])=[CH:4][CH:3]=1. (2) Reactant: [Br:1][C:2]1[CH:3]=[C:4]([CH:6]=[CH:7][CH:8]=1)[NH2:5].[Cl:9][C:10]1[C:14]([S:15](=[O:24])(=[O:23])[NH:16][C@H:17]([CH3:22])[C:18]([F:21])([F:20])[F:19])=[CH:13][N:12]([CH3:25])[C:11]=1[C:26](OC)=[O:27].C[Si]([N-][Si](C)(C)C)(C)C.[Li+]. Product: [Br:1][C:2]1[CH:3]=[C:4]([NH:5][C:26]([C:11]2[N:12]([CH3:25])[CH:13]=[C:14]([S:15](=[O:23])(=[O:24])[NH:16][C@H:17]([CH3:22])[C:18]([F:20])([F:21])[F:19])[C:10]=2[Cl:9])=[O:27])[CH:6]=[CH:7][CH:8]=1. The catalyst class is: 1.